From a dataset of Peptide-MHC class I binding affinity with 185,985 pairs from IEDB/IMGT. Regression. Given a peptide amino acid sequence and an MHC pseudo amino acid sequence, predict their binding affinity value. This is MHC class I binding data. (1) The peptide sequence is ALSGFYYVQ. The MHC is HLA-A02:03 with pseudo-sequence HLA-A02:03. The binding affinity (normalized) is 0.0847. (2) The peptide sequence is RMMGVKYLM. The MHC is HLA-C04:01 with pseudo-sequence HLA-C04:01. The binding affinity (normalized) is 0.0847. (3) The peptide sequence is MPDCGMSVLA. The MHC is HLA-B51:01 with pseudo-sequence HLA-B51:01. The binding affinity (normalized) is 0.157. (4) The peptide sequence is FTDISMSLYK. The MHC is HLA-A31:01 with pseudo-sequence HLA-A31:01. The binding affinity (normalized) is 0.155. (5) The peptide sequence is IFVIDNVHTW. The MHC is HLA-B53:01 with pseudo-sequence HLA-B53:01. The binding affinity (normalized) is 0.426. (6) The peptide sequence is YTYDLAEYR. The MHC is HLA-B45:06 with pseudo-sequence HLA-B45:06. The binding affinity (normalized) is 0.213. (7) The peptide sequence is HPVLGVITE. The MHC is HLA-A32:01 with pseudo-sequence HLA-A32:01. The binding affinity (normalized) is 0. (8) The binding affinity (normalized) is 0.213. The peptide sequence is SYGCPTNPF. The MHC is HLA-A26:01 with pseudo-sequence HLA-A26:01. (9) The peptide sequence is LPNRRHHLI. The MHC is HLA-A69:01 with pseudo-sequence HLA-A69:01. The binding affinity (normalized) is 0.0847. (10) The peptide sequence is ATWAENIQV. The MHC is HLA-A02:01 with pseudo-sequence HLA-A02:01. The binding affinity (normalized) is 0.385.